Dataset: Forward reaction prediction with 1.9M reactions from USPTO patents (1976-2016). Task: Predict the product of the given reaction. (1) Given the reactants [CH2:1]1[CH2:6][CH2:5][C:4]([CH2:11][NH2:12])([CH2:7][C:8]([OH:10])=[O:9])[CH2:3][CH2:2]1.[CH2:13](O)[CH:14]=[CH2:15].S(Cl)([Cl:19])=O, predict the reaction product. The product is: [ClH:19].[NH2:12][CH2:11][C:4]1([CH2:7][C:8]([O:10][CH2:15][CH:14]=[CH2:13])=[O:9])[CH2:3][CH2:2][CH2:1][CH2:6][CH2:5]1. (2) Given the reactants O[CH:2]([C:15]1[S:16][CH:17]=[C:18]([C:20]([O:22][CH2:23][CH3:24])=[O:21])[N:19]=1)[CH2:3][C:4]([C:6]1[CH:11]=[CH:10][C:9]([O:12][CH3:13])=[CH:8][C:7]=1[OH:14])=[O:5].C1(P(C2C=CC=CC=2)C2C=CC=CC=2)C=CC=CC=1.N(C(OCC)=O)=NC(OCC)=O.C1(C)C=CC=CC=1, predict the reaction product. The product is: [CH3:13][O:12][C:9]1[CH:8]=[C:7]2[C:6]([C:4](=[O:5])[CH2:3][CH:2]([C:15]3[S:16][CH:17]=[C:18]([C:20]([O:22][CH2:23][CH3:24])=[O:21])[N:19]=3)[O:14]2)=[CH:11][CH:10]=1. (3) Given the reactants [C:1]1([CH2:7][O:8][C:9]2[CH:10]=[C:11]([CH:14]=[CH:15][CH:16]=2)[CH:12]=O)[CH:6]=[CH:5][CH:4]=[CH:3][CH:2]=1.[C:17]([CH2:19][C:20]([O:22]CC)=O)#[N:18].Cl.[NH2:26][C:27]([NH2:29])=[NH:28].C(=O)([O-])[O-].[K+].[K+], predict the reaction product. The product is: [NH2:29][C:27]1[N:28]=[C:20]([OH:22])[C:19]([C:17]#[N:18])=[C:12]([C:11]2[CH:14]=[CH:15][CH:16]=[C:9]([O:8][CH2:7][C:1]3[CH:6]=[CH:5][CH:4]=[CH:3][CH:2]=3)[CH:10]=2)[N:26]=1. (4) Given the reactants [Br:1][C:2]1[CH:3]=[N:4][C:5]([NH2:11])=[C:6]([CH:10]=1)[C:7]([OH:9])=O.CCN=C=N[CH2:17][CH2:18][CH2:19][N:20](C)C.C1(N)CC1, predict the reaction product. The product is: [NH2:11][C:5]1[N:4]=[CH:3][C:2]([Br:1])=[CH:10][C:6]=1[C:7]([NH:20][CH:19]1[CH2:17][CH2:18]1)=[O:9].